Dataset: Forward reaction prediction with 1.9M reactions from USPTO patents (1976-2016). Task: Predict the product of the given reaction. (1) Given the reactants [F:1][C:2]1[CH:7]=[CH:6][C:5]([S:8](Cl)(=[O:10])=[O:9])=[CH:4][CH:3]=1.Br.[Br:13][CH2:14][CH2:15][NH2:16].C(N(CC)CC)C, predict the reaction product. The product is: [Br:13][CH2:14][CH2:15][NH:16][S:8]([C:5]1[CH:6]=[CH:7][C:2]([F:1])=[CH:3][CH:4]=1)(=[O:10])=[O:9]. (2) Given the reactants [F:1][C:2]1[CH:10]=[C:9]([N+:11]([O-:13])=[O:12])[CH:8]=[CH:7][C:3]=1[C:4](O)=[O:5].Cl.[CH3:15][NH:16][CH3:17].C1C=CC2N(O)N=NC=2C=1.CCN=C=NCCCN(C)C, predict the reaction product. The product is: [F:1][C:2]1[CH:10]=[C:9]([N+:11]([O-:13])=[O:12])[CH:8]=[CH:7][C:3]=1[C:4]([N:16]([CH3:17])[CH3:15])=[O:5]. (3) Given the reactants [OH:1][C:2]1[CH:7]=[CH:6][C:5]([C:8]2[CH:13]=[CH:12][C:11]([CH2:14][C:15]([O:17][CH3:18])=[O:16])=[CH:10][C:9]=2[CH:19]([CH3:21])[CH3:20])=[CH:4][CH:3]=1.CS(O[CH2:27][C:28]1[CH:33]=[CH:32][C:31]([C:34]([F:37])([F:36])[F:35])=[C:30]([O:38]COC)[C:29]=1[CH:42](OC)[O:43]C)(=O)=O, predict the reaction product. The product is: [CH:42]([C:29]1[C:30]([OH:38])=[C:31]([C:34]([F:35])([F:37])[F:36])[CH:32]=[CH:33][C:28]=1[CH2:27][O:1][C:2]1[CH:3]=[CH:4][C:5]([C:8]2[CH:13]=[CH:12][C:11]([CH2:14][C:15]([O:17][CH3:18])=[O:16])=[CH:10][C:9]=2[CH:19]([CH3:21])[CH3:20])=[CH:6][CH:7]=1)=[O:43].